From a dataset of Catalyst prediction with 721,799 reactions and 888 catalyst types from USPTO. Predict which catalyst facilitates the given reaction. (1) Reactant: [C:1]([N:5]1[C:14]2[C:9](=[CH:10][CH:11]=[C:12](Cl)[N:13]=2)[C:8](=[O:16])[C:7]([C:17]([O:19][CH2:20][CH3:21])=[O:18])=[CH:6]1)([CH3:4])([CH3:3])[CH3:2].C(=O)([O-])[O-].[K+].[K+].[NH:28]1[CH2:32][CH2:31][CH2:30][CH2:29]1. Product: [C:1]([N:5]1[C:14]2[C:9](=[CH:10][CH:11]=[C:12]([N:28]3[CH2:32][CH2:31][CH2:30][CH2:29]3)[N:13]=2)[C:8](=[O:16])[C:7]([C:17]([O:19][CH2:20][CH3:21])=[O:18])=[CH:6]1)([CH3:4])([CH3:3])[CH3:2]. The catalyst class is: 4. (2) Reactant: [Li]N([Si](C)(C)C)[Si](C)(C)C.C1COCC1.[CH3:16][O:17][C:18]1([O:26][CH3:27])[CH2:24][CH2:23][CH2:22][CH2:21][CH2:20][C:19]1=[O:25].[CH2:28]([O:30][C:31](=[O:37])[C:32](OCC)=[O:33])[CH3:29].OP([O-])(O)=O.[K+]. Product: [CH3:27][O:26][C:18]1([O:17][CH3:16])[CH2:24][CH2:23][CH2:22][CH2:21][CH:20]([C:32](=[O:33])[C:31]([O:30][CH2:28][CH3:29])=[O:37])[C:19]1=[O:25]. The catalyst class is: 28.